Dataset: Full USPTO retrosynthesis dataset with 1.9M reactions from patents (1976-2016). Task: Predict the reactants needed to synthesize the given product. (1) Given the product [CH3:10][C:7]1[CH:8]=[CH:9][C:2]([N:15]2[CH:16]=[C:12]([CH3:11])[N:13]=[CH:14]2)=[C:3]([CH:6]=1)[C:4]#[N:5], predict the reactants needed to synthesize it. The reactants are: F[C:2]1[CH:9]=[CH:8][C:7]([CH3:10])=[CH:6][C:3]=1[C:4]#[N:5].[CH3:11][C:12]1[N:13]=[CH:14][NH:15][CH:16]=1.C(=O)([O-])[O-].[K+].[K+]. (2) Given the product [ClH:40].[S:1](=[O:36])(=[O:37])([O:3][C:4]1[CH:9]=[CH:8][C:7]([C:10]2[N:11]=[CH:12][N:13]([C:15](=[O:35])[N:16]([CH:18]3[CH2:19][CH2:20][N:21]([CH2:24][C:25]4[CH:26]=[C:27]([O:33][CH3:34])[CH:28]=[C:29]([O:31][CH3:32])[CH:30]=4)[CH2:22][CH2:23]3)[CH3:17])[CH:14]=2)=[CH:6][CH:5]=1)[NH2:2], predict the reactants needed to synthesize it. The reactants are: [S:1](=[O:37])(=[O:36])([O:3][C:4]1[CH:9]=[CH:8][C:7]([C:10]2[N:11]=[CH:12][N:13]([C:15](=[O:35])[N:16]([CH:18]3[CH2:23][CH2:22][N:21]([CH2:24][C:25]4[CH:30]=[C:29]([O:31][CH3:32])[CH:28]=[C:27]([O:33][CH3:34])[CH:26]=4)[CH2:20][CH2:19]3)[CH3:17])[CH:14]=2)=[CH:6][CH:5]=1)[NH2:2].CO.[ClH:40]. (3) The reactants are: O=[C:2]([CH2:7][CH2:8][CH3:9])[C:3]([O:5]C)=O.[F:10][C:11]1[CH:30]=[CH:29][CH:28]=[CH:27][C:12]=1[CH2:13][N:14]1[C:18]2=[N:19][CH:20]=N[CH:22]=[C:17]2[C:16]([C:23](=[NH:26])[NH:24][NH2:25])=[N:15]1.[CH2:31](O)C. Given the product [F:10][C:11]1[CH:30]=[CH:29][CH:28]=[CH:27][C:12]=1[CH2:13][N:14]1[C:18]2=[N:19][CH:20]=[CH:31][CH:22]=[C:17]2[C:16]([C:23]2[N:24]=[N:25][C:2]([CH2:7][CH2:8][CH3:9])=[C:3]([OH:5])[N:26]=2)=[N:15]1, predict the reactants needed to synthesize it. (4) Given the product [C:1]([N:4]([CH2:16][C:20]([OH:6])=[O:19])[CH2:8][C:7]([OH:10])=[O:9])(=[O:3])[CH3:2], predict the reactants needed to synthesize it. The reactants are: [C:1]([NH2:4])(=[O:3])[CH3:2].C=[O:6].[C:7]([OH:10])(=[O:9])[CH3:8].O.[C]=O.[H][H].[CH2:16]1[CH2:20][O:19]CC1. (5) Given the product [CH2:1]([C@@H:8]1[CH2:12][O:11][C:10](=[O:13])[N:9]1[C:14](=[O:27])[C@H:15]([Br:54])[CH2:16][CH2:17][CH2:18][C:19]1[CH:24]=[CH:23][C:22]([O:25][CH3:26])=[CH:21][CH:20]=1)[C:2]1[CH:7]=[CH:6][CH:5]=[CH:4][CH:3]=1, predict the reactants needed to synthesize it. The reactants are: [CH2:1]([C@@H:8]1[CH2:12][O:11][C:10](=[O:13])[N:9]1[C:14](=[O:27])[CH2:15][CH2:16][CH2:17][CH2:18][C:19]1[CH:24]=[CH:23][C:22]([O:25][CH3:26])=[CH:21][CH:20]=1)[C:2]1[CH:7]=[CH:6][CH:5]=[CH:4][CH:3]=1.OS(C(F)(F)F)(=O)=O.C(BCCCC)CCC.C(N(C(C)C)CC)(C)C.[Br:54]N1C(=O)CCC1=O.S([O-])([O-])=O.[Na+].[Na+].